Regression. Given a peptide amino acid sequence and an MHC pseudo amino acid sequence, predict their binding affinity value. This is MHC class I binding data. From a dataset of Peptide-MHC class I binding affinity with 185,985 pairs from IEDB/IMGT. (1) The peptide sequence is ARNAAVLTL. The MHC is H-2-Dd with pseudo-sequence H-2-Dd. The binding affinity (normalized) is 0.00718. (2) The peptide sequence is AVIPFDDIVR. The MHC is HLA-A68:01 with pseudo-sequence HLA-A68:01. The binding affinity (normalized) is 0.746. (3) The peptide sequence is RARLWPRSM. The MHC is HLA-C06:02 with pseudo-sequence HLA-C06:02. The binding affinity (normalized) is 0.394. (4) The peptide sequence is LPLKMLNIPSINVH. The MHC is HLA-A29:02 with pseudo-sequence HLA-A29:02. The binding affinity (normalized) is 0.0847. (5) The peptide sequence is VGNVYVKF. The MHC is HLA-A24:02 with pseudo-sequence HLA-A24:02. The binding affinity (normalized) is 0.157.